Dataset: Reaction yield outcomes from USPTO patents with 853,638 reactions. Task: Predict the reaction yield, written as a fraction of the theoretical maximum amount of product (1.0 means a 100% yield; for example, 0.34 means a 34% yield). The reactants are [CH:1]1([C:4]2[NH:5][C:6]3[C:11]([CH:12]=2)=[CH:10][C:9]([N+:13]([O-])=O)=[CH:8][CH:7]=3)[CH2:3][CH2:2]1. The catalyst is CO.[Ni]. The product is [CH:1]1([C:4]2[NH:5][C:6]3[C:11]([CH:12]=2)=[CH:10][C:9]([NH2:13])=[CH:8][CH:7]=3)[CH2:3][CH2:2]1. The yield is 0.560.